This data is from Reaction yield outcomes from USPTO patents with 853,638 reactions. The task is: Predict the reaction yield, written as a fraction of the theoretical maximum amount of product (1.0 means a 100% yield; for example, 0.34 means a 34% yield). (1) The reactants are [ClH:1].[CH3:2][C:3]1[CH:12]=[CH:11][C:10]2[C:5](=[CH:6][CH:7]=[CH:8][C:9]=2[N:13]2[CH2:18][CH2:17][N:16]([CH2:19][CH2:20][C:21]3[CH:22]=[CH:23][C:24]4[O:29][CH2:28][C:27](=[O:30])[NH:26][C:25]=4[CH:31]=3)[CH2:15][CH2:14]2)[N:4]=1.[H-].[Na+].CI.[Cl-].[NH4+].Cl.[CH2:39](OCC)C. The catalyst is CN(C=O)C. The product is [ClH:1].[CH3:39][N:26]1[C:25]2[CH:31]=[C:21]([CH2:20][CH2:19][N:16]3[CH2:17][CH2:18][N:13]([C:9]4[CH:8]=[CH:7][CH:6]=[C:5]5[C:10]=4[CH:11]=[CH:12][C:3]([CH3:2])=[N:4]5)[CH2:14][CH2:15]3)[CH:22]=[CH:23][C:24]=2[O:29][CH2:28][C:27]1=[O:30]. The yield is 0.550. (2) The reactants are [H-].[Na+].Cl[C:4]1[N:9]=[C:8](Cl)[CH:7]=[CH:6][N:5]=1.[CH3:11][O:12][C:13]1[CH:14]=[C:15]([CH2:21][CH2:22][OH:23])[CH:16]=[CH:17][C:18]=1[O:19][CH3:20].C(=O)([O-])[O-].[Na+].[Na+].[CH2:30]([O:32][C:33]([C:35]1[CH:36]=[C:37](B(O)O)[CH:38]=[CH:39][CH:40]=1)=[O:34])[CH3:31]. The catalyst is C1C=CC([P]([Pd]([P](C2C=CC=CC=2)(C2C=CC=CC=2)C2C=CC=CC=2)([P](C2C=CC=CC=2)(C2C=CC=CC=2)C2C=CC=CC=2)[P](C2C=CC=CC=2)(C2C=CC=CC=2)C2C=CC=CC=2)(C2C=CC=CC=2)C2C=CC=CC=2)=CC=1.O.COCCOC.CN(C=O)C. The product is [CH3:11][O:12][C:13]1[CH:14]=[C:15]([CH2:21][CH2:22][O:23][C:8]2[CH:7]=[CH:6][N:5]=[C:4]([C:39]3[CH:40]=[C:35]([CH:36]=[CH:37][CH:38]=3)[C:33]([O:32][CH2:30][CH3:31])=[O:34])[N:9]=2)[CH:16]=[CH:17][C:18]=1[O:19][CH3:20].[CH3:11][O:12][C:13]1[CH:14]=[C:15]([CH2:21][CH2:22][O:23][C:4]2[N:9]=[C:8]([C:39]3[CH:40]=[C:35]([CH:36]=[CH:37][CH:38]=3)[C:33]([O:32][CH2:30][CH3:31])=[O:34])[CH:7]=[CH:6][N:5]=2)[CH:16]=[CH:17][C:18]=1[O:19][CH3:20]. The yield is 0.310. (3) The reactants are Br[C:2]1[CH:3]=[C:4]([C:11]2[CH:16]=[CH:15][CH:14]=[CH:13][CH:12]=2)[C:5]2[N:6]([CH:8]=[N:9][N:10]=2)[CH:7]=1.C([Sn](CCCC)(CCCC)/[CH:22]=[CH:23]\[O:24][CH2:25][CH3:26])CCC.[F-].[K+]. The catalyst is [Cl-].C([N+](CC)(CC)CC)C.CN(C=O)C.O.C(OCC)(=O)C.Cl[Pd](Cl)([P](C1C=CC=CC=1)(C1C=CC=CC=1)C1C=CC=CC=1)[P](C1C=CC=CC=1)(C1C=CC=CC=1)C1C=CC=CC=1. The product is [CH2:25]([O:24]/[CH:23]=[CH:22]\[C:2]1[CH:3]=[C:4]([C:11]2[CH:16]=[CH:15][CH:14]=[CH:13][CH:12]=2)[C:5]2[N:6]([CH:8]=[N:9][N:10]=2)[CH:7]=1)[CH3:26]. The yield is 0.520. (4) The reactants are C(O[C:4](=[O:14])[CH2:5][C:6](=O)[C:7]1[CH:12]=[CH:11][CH:10]=[CH:9][CH:8]=1)C.[CH2:15]([O:17][C:18]([C:20]1[NH:21][N:22]=[C:23]([NH2:25])[CH:24]=1)=[O:19])[CH3:16]. The catalyst is C(O)(=O)C. The product is [CH2:15]([O:17][C:18]([C:20]1[CH:24]=[C:23]2[NH:25][C:6]([C:7]3[CH:8]=[CH:9][CH:10]=[CH:11][CH:12]=3)=[CH:5][C:4](=[O:14])[N:22]2[N:21]=1)=[O:19])[CH3:16]. The yield is 0.560. (5) The reactants are [H-].[Na+].[F:3][CH:4]1[CH2:9][CH2:8][CH2:7][CH2:6][CH:5]1[C:10]1[C:11]2[S:17][C:16]([C:18]([O:20][CH3:21])=[O:19])=[CH:15][C:12]=2[NH:13][CH:14]=1.Br[CH2:23][C:24]([O:26][CH3:27])=[O:25]. The catalyst is CN(C=O)C. The product is [F:3][CH:4]1[CH2:9][CH2:8][CH2:7][CH2:6][CH:5]1[C:10]1[C:11]2[S:17][C:16]([C:18]([O:20][CH3:21])=[O:19])=[CH:15][C:12]=2[N:13]([CH2:23][C:24]([O:26][CH3:27])=[O:25])[CH:14]=1. The yield is 0.530. (6) The reactants are F[P-](F)(F)(F)(F)F.N1(OC(N(C)C)=[N+](C)C)C2N=CC=CC=2N=N1.[C:25]([O:29][C:30]([NH:32][C:33]1([C:48]([OH:50])=O)[CH2:38][CH2:37][N:36]([C:39]2[C:40]3[CH:47]=[CH:46][NH:45][C:41]=3[N:42]=[CH:43][N:44]=2)[CH2:35][CH2:34]1)=[O:31])([CH3:28])([CH3:27])[CH3:26].C(N(C(C)C)C(C)C)C.[NH2:60][CH:61]([C:64]1[CH:69]=[CH:68][C:67]([Cl:70])=[CH:66][CH:65]=1)[CH2:62][OH:63]. The catalyst is CN1C(=O)CCC1. The product is [Cl:70][C:67]1[CH:66]=[CH:65][C:64]([CH:61]([NH:60][C:48]([C:33]2([NH:32][C:30](=[O:31])[O:29][C:25]([CH3:26])([CH3:27])[CH3:28])[CH2:38][CH2:37][N:36]([C:39]3[C:40]4[CH:47]=[CH:46][NH:45][C:41]=4[N:42]=[CH:43][N:44]=3)[CH2:35][CH2:34]2)=[O:50])[CH2:62][OH:63])=[CH:69][CH:68]=1. The yield is 0.800. (7) The catalyst is C1(C)C=CC=CC=1.C1C=CC(/C=C/C(/C=C/C2C=CC=CC=2)=O)=CC=1.C1C=CC(/C=C/C(/C=C/C2C=CC=CC=2)=O)=CC=1.C1C=CC(/C=C/C(/C=C/C2C=CC=CC=2)=O)=CC=1.[Pd].[Pd]. The reactants are [Cl:1][C:2]1[CH:7]=[CH:6][C:5](I)=[CH:4][N:3]=1.[C:9](B1OC(C)(C)C(C)(C)O1)([CH3:11])=[CH2:10].COC1C=CC=C(OC)C=1C1C=CC=CC=1P(C1CCCCC1)C1CCCCC1.[O-]P([O-])([O-])=O.[K+].[K+].[K+]. The yield is 0.470. The product is [Cl:1][C:2]1[CH:7]=[CH:6][C:5]([C:9]([CH3:11])=[CH2:10])=[CH:4][N:3]=1.